This data is from Plasma protein binding rate (PPBR) regression data from AstraZeneca. The task is: Regression/Classification. Given a drug SMILES string, predict its absorption, distribution, metabolism, or excretion properties. Task type varies by dataset: regression for continuous measurements (e.g., permeability, clearance, half-life) or binary classification for categorical outcomes (e.g., BBB penetration, CYP inhibition). For this dataset (ppbr_az), we predict Y. (1) The molecule is C=C[C@H]1CN2CC[C@H]1C[C@@H]2[C@@H](O)c1ccnc2ccc(OC)cc12. The Y is 85.5 %. (2) The drug is COCCC(=O)Nc1ccc(Nc2ncc3cc(-c4ccncc4)ccc3n2)cc1. The Y is 98.2 %. (3) The molecule is CC(Cc1ccccn1)N1C(=O)c2ccccc2C1C(=O)NCc1ccc(OC(F)(F)F)cc1. The Y is 98.9 %.